From a dataset of KCNQ2 potassium channel screen with 302,405 compounds. Binary Classification. Given a drug SMILES string, predict its activity (active/inactive) in a high-throughput screening assay against a specified biological target. The drug is S(CC(=O)Nc1c(cccc1)C)c1n(nnn1)C. The result is 0 (inactive).